From a dataset of Reaction yield outcomes from USPTO patents with 853,638 reactions. Predict the reaction yield, written as a fraction of the theoretical maximum amount of product (1.0 means a 100% yield; for example, 0.34 means a 34% yield). (1) The reactants are [CH2:1]([O:5][CH:6]1[C:15]2[C:10](=[CH:11][CH:12]=[CH:13][CH:14]=2)[C:9](=[O:16])[N:8]([CH2:17][CH:18]2[CH2:20][CH2:19]2)[C:7]1(/[CH:30]=[CH:31]/[C:32]([OH:34])=O)[CH2:21][NH:22][C:23]([O:25][C:26]([CH3:29])([CH3:28])[CH3:27])=[O:24])[CH2:2][CH2:3][CH3:4].Cl.C([N:38]=C=NCCCN(C)C)C.[NH4+].ON1C2C=CC=CC=2N=N1.O. The catalyst is CN(C)C=O. The product is [CH2:1]([O:5][CH:6]1[C:15]2[C:10](=[CH:11][CH:12]=[CH:13][CH:14]=2)[C:9](=[O:16])[N:8]([CH2:17][CH:18]2[CH2:19][CH2:20]2)[C:7]1(/[CH:30]=[CH:31]/[C:32]([NH2:38])=[O:34])[CH2:21][NH:22][C:23]([O:25][C:26]([CH3:27])([CH3:29])[CH3:28])=[O:24])[CH2:2][CH2:3][CH3:4]. The yield is 0.957. (2) The reactants are [C:1]([O:5][C:6]([N:8]([CH2:12][C:13]1[CH:14]=[C:15]([CH2:20][C:21]([OH:23])=O)[CH:16]=[CH:17][C:18]=1[Cl:19])[CH:9]1[CH2:11][CH2:10]1)=[O:7])([CH3:4])([CH3:3])[CH3:2].[CH3:24][NH2:25]. The catalyst is C(Cl)Cl. The product is [C:1]([O:5][C:6](=[O:7])[N:8]([CH2:12][C:13]1[CH:14]=[C:15]([CH2:20][C:21](=[O:23])[NH:25][CH3:24])[CH:16]=[CH:17][C:18]=1[Cl:19])[CH:9]1[CH2:11][CH2:10]1)([CH3:4])([CH3:3])[CH3:2]. The yield is 0.450.